This data is from Full USPTO retrosynthesis dataset with 1.9M reactions from patents (1976-2016). The task is: Predict the reactants needed to synthesize the given product. (1) Given the product [CH3:27][N:23]1[C:24]2[C:20](=[CH:19][C:18]([C:16]3[O:17][C:13]([C:3]4[C:4]([C:7]5[CH:8]=[CH:9][CH:10]=[CH:11][CH:12]=5)=[N:5][O:6][C:2]=4[CH3:1])=[N:14][N:15]=3)=[CH:26][CH:25]=2)[CH:21]=[CH:22]1, predict the reactants needed to synthesize it. The reactants are: [CH3:1][C:2]1[O:6][N:5]=[C:4]([C:7]2[CH:12]=[CH:11][CH:10]=[CH:9][CH:8]=2)[C:3]=1[C:13]1[O:17][C:16]([C:18]2[CH:19]=[C:20]3[C:24](=[CH:25][CH:26]=2)[NH:23][CH:22]=[CH:21]3)=[N:15][N:14]=1.[C:27](=O)([O-])[O-].[K+].[K+].IC. (2) Given the product [CH:13]1([C:2]2[CH:11]=[CH:10][C:5]([C:6]([O:8][CH3:9])=[O:7])=[C:4]([F:12])[CH:3]=2)[CH2:15][CH2:14]1, predict the reactants needed to synthesize it. The reactants are: Br[C:2]1[CH:11]=[CH:10][C:5]([C:6]([O:8][CH3:9])=[O:7])=[C:4]([F:12])[CH:3]=1.[CH:13]1(B(O)O)[CH2:15][CH2:14]1.P([O-])([O-])([O-])=O.[K+].[K+].[K+].C1(P(C2CCCCC2)C2CCCCC2)CCCCC1.O. (3) Given the product [CH:1]1([CH:4]2[CH2:13][C:12]3[C:7](=[CH:8][CH:9]=[CH:10][CH:11]=3)[NH:6][CH2:5]2)[CH2:3][CH2:2]1, predict the reactants needed to synthesize it. The reactants are: [CH:1]1([C:4]2[CH:5]=[N:6][C:7]3[C:12]([CH:13]=2)=[CH:11][CH:10]=[CH:9][CH:8]=3)[CH2:3][CH2:2]1.CC1NC(C)=C(C(OCC)=O)CC=1C(OCC)=O. (4) Given the product [CH3:1][C:2]1[CH:7]=[CH:6][C:5]([S:8]([O:11][CH2:12][CH:13]2[O:18][C:17]3[C:19]([CH:28]=[O:32])=[C:20]([NH:23][C:24]([O:26][CH3:27])=[O:25])[CH:21]=[CH:22][C:16]=3[O:15][CH2:14]2)(=[O:9])=[O:10])=[CH:4][CH:3]=1, predict the reactants needed to synthesize it. The reactants are: [CH3:1][C:2]1[CH:7]=[CH:6][C:5]([S:8]([O:11][CH2:12][C@@H:13]2[O:18][C:17]3[C:19]([CH:28]=CC)=[C:20]([NH:23][C:24]([O:26][CH3:27])=[O:25])[CH:21]=[CH:22][C:16]=3[O:15][CH2:14]2)(=[O:10])=[O:9])=[CH:4][CH:3]=1.I([O-])(=O)(=O)=[O:32].[Na+]. (5) Given the product [NH2:57][CH2:56][C:55]([NH:25][C@H:26]([CH2:30][C@H:31]([NH:47][C:48]([C:50]1[N:51]=[N:52][NH:53][CH:54]=1)=[O:49])[CH2:32][C:33]1[CH:34]=[CH:35][C:36]([C:39]2[CH:44]=[C:43]([Cl:45])[CH:42]=[CH:41][C:40]=2[F:46])=[CH:37][CH:38]=1)[C:27]([OH:29])=[O:28])=[O:8], predict the reactants needed to synthesize it. The reactants are: CN(C([O:8]N1N=NC2C=CC=NC1=2)=[N+](C)C)C.F[P-](F)(F)(F)(F)F.[NH2:25][C@H:26]([CH2:30][C@H:31]([NH:47][C:48]([C:50]1[N:51]=[N:52][NH:53][CH:54]=1)=[O:49])[CH2:32][C:33]1[CH:38]=[CH:37][C:36]([C:39]2[CH:44]=[C:43]([Cl:45])[CH:42]=[CH:41][C:40]=2[F:46])=[CH:35][CH:34]=1)[C:27]([OH:29])=[O:28].[CH3:55][CH2:56][N:57](C(C)C)C(C)C. (6) Given the product [CH2:30]([S:31][C:7]1[C:2]([Cl:1])=[CH:3][C:4]([N+:10]([O-:12])=[O:11])=[C:5]([NH2:9])[CH:6]=1)[C:24]1[CH:29]=[CH:28][CH:27]=[CH:26][CH:25]=1, predict the reactants needed to synthesize it. The reactants are: [Cl:1][C:2]1[C:7](Cl)=[CH:6][C:5]([NH2:9])=[C:4]([N+:10]([O-:12])=[O:11])[CH:3]=1.CN(C=O)C.C([O-])([O-])=O.[K+].[K+].[C:24]1([CH2:30][SH:31])[CH:29]=[CH:28][CH:27]=[CH:26][CH:25]=1.